Dataset: Forward reaction prediction with 1.9M reactions from USPTO patents (1976-2016). Task: Predict the product of the given reaction. (1) Given the reactants Cl[CH2:2][CH2:3][C:4]([C:10]1[CH:15]=[CH:14][CH:13]=[CH:12][CH:11]=1)([OH:9])[CH2:5][C:6]([CH3:8])=[CH2:7].[CH3:16][C:17]([NH2:21])([C:19]#[CH:20])[CH3:18].CCN(C(C)C)C(C)C, predict the reaction product. The product is: [CH3:8][C:6](=[CH2:7])[CH2:5][C:4]([C:10]1[CH:15]=[CH:14][CH:13]=[CH:12][CH:11]=1)([OH:9])[CH2:3][CH2:2][NH:21][C:17]([CH3:18])([C:19]#[CH:20])[CH3:16]. (2) Given the reactants [F:1][C:2]([F:29])([F:28])[C:3]1[CH:4]=[C:5]([C@H:9]([O:11][C:12](=[O:27])[NH:13][C:14]2[C:15]([CH3:26])=[N:16][O:17][C:18]=2[C:19]2[CH:24]=[CH:23][C:22](Br)=[CH:21][CH:20]=2)[CH3:10])[CH:6]=[CH:7][CH:8]=1.[CH2:30]([O:32][C:33]([C:35]1([C:38]2[CH:43]=[CH:42][C:41](B3OC(C)(C)C(C)(C)O3)=[CH:40][CH:39]=2)[CH2:37][CH2:36]1)=[O:34])[CH3:31], predict the reaction product. The product is: [CH2:30]([O:32][C:33]([C:35]1([C:38]2[CH:43]=[CH:42][C:41]([C:22]3[CH:23]=[CH:24][C:19]([C:18]4[O:17][N:16]=[C:15]([CH3:26])[C:14]=4[NH:13][C:12]([O:11][C@@H:9]([C:5]4[CH:6]=[CH:7][CH:8]=[C:3]([C:2]([F:29])([F:28])[F:1])[CH:4]=4)[CH3:10])=[O:27])=[CH:20][CH:21]=3)=[CH:40][CH:39]=2)[CH2:36][CH2:37]1)=[O:34])[CH3:31]. (3) Given the reactants [CH:1]([Br:4])(Br)[Br:2].[CH2:5]=[CH:6][C:7]1[CH:12]=[CH:11][CH:10]=[CH:9][CH:8]=1.[OH-].[K+], predict the reaction product. The product is: [Br:2][C:1]1([Br:4])[CH2:5][CH:6]1[C:7]1[CH:12]=[CH:11][CH:10]=[CH:9][CH:8]=1.